Dataset: Reaction yield outcomes from USPTO patents with 853,638 reactions. Task: Predict the reaction yield, written as a fraction of the theoretical maximum amount of product (1.0 means a 100% yield; for example, 0.34 means a 34% yield). (1) The reactants are C[O:2][C:3]([C:5]1[N:6]=[CH:7][N:8]([C:10]2[CH:15]=[CH:14][CH:13]=[CH:12][CH:11]=2)[CH:9]=1)=[O:4].CO.O.O[Li].O. The catalyst is C1COCC1. The product is [C:10]1([N:8]2[CH:9]=[C:5]([C:3]([OH:4])=[O:2])[N:6]=[CH:7]2)[CH:11]=[CH:12][CH:13]=[CH:14][CH:15]=1. The yield is 0.560. (2) The reactants are [Cl:1][C:2]1[CH:3]=[C:4]([NH:16][C:17]2[C:26]3[C:21](=[CH:22][C:23]([O:38][CH2:39][CH3:40])=[C:24]([NH:27][C:28](=[O:37])/[CH:29]=[CH:30]/[C@H:31]4[CH2:35][CH2:34][CH2:33][N:32]4[CH3:36])[CH:25]=3)[N:20]=[CH:19][C:18]=2[C:41]#[N:42])[CH:5]=[CH:6][C:7]=1[O:8][CH2:9][C:10]1[CH:15]=[CH:14][CH:13]=[CH:12][N:11]=1.[C:43]([OH:50])(=[O:49])[CH2:44][CH2:45][C:46]([OH:48])=[O:47]. The catalyst is ClCCl. The product is [C:43]([OH:50])(=[O:49])[CH2:44][CH2:45][C:46]([OH:48])=[O:47].[Cl:1][C:2]1[CH:3]=[C:4]([NH:16][C:17]2[C:26]3[C:21](=[CH:22][C:23]([O:38][CH2:39][CH3:40])=[C:24]([NH:27][C:28](=[O:37])/[CH:29]=[CH:30]/[C@H:31]4[CH2:35][CH2:34][CH2:33][N:32]4[CH3:36])[CH:25]=3)[N:20]=[CH:19][C:18]=2[C:41]#[N:42])[CH:5]=[CH:6][C:7]=1[O:8][CH2:9][C:10]1[CH:15]=[CH:14][CH:13]=[CH:12][N:11]=1. The yield is 0.904. (3) The reactants are CON(C)[C:4]([C:6]1[N:7]=[C:8]([C:22]2[CH:27]=[CH:26][CH:25]=[CH:24][CH:23]=2)[N:9]2[CH2:14][CH2:13][N:12]([C:15]([O:17][C:18]([CH3:21])([CH3:20])[CH3:19])=[O:16])[CH2:11][C:10]=12)=[O:5].[CH2:29]([Mg]Cl)[C:30]([CH3:33])([CH3:32])[CH3:31]. The catalyst is C1COCC1. The product is [CH3:29][C:30]([CH3:33])([CH3:32])[CH2:31][C:4]([C:6]1[N:7]=[C:8]([C:22]2[CH:23]=[CH:24][CH:25]=[CH:26][CH:27]=2)[N:9]2[CH2:14][CH2:13][N:12]([C:15]([O:17][C:18]([CH3:20])([CH3:19])[CH3:21])=[O:16])[CH2:11][C:10]=12)=[O:5]. The yield is 0.770. (4) The reactants are [CH3:1][C:2]([C:6]1[S:7][CH:8]=[C:9]([C:11]2[CH:16]=[CH:15][CH:14]=[CH:13][CH:12]=2)[N:10]=1)([CH3:5])[CH2:3][NH2:4].[F:17][C:18]([F:34])([F:33])[C:19]1[O:23][N:22]=[C:21]([C:24]2[CH:25]=[C:26]([CH:30]=[CH:31][CH:32]=2)[C:27](O)=[O:28])[N:20]=1. No catalyst specified. The product is [CH3:5][C:2]([C:6]1[S:7][CH:8]=[C:9]([C:11]2[CH:16]=[CH:15][CH:14]=[CH:13][CH:12]=2)[N:10]=1)([CH3:1])[CH2:3][NH:4][C:27](=[O:28])[C:26]1[CH:30]=[CH:31][CH:32]=[C:24]([C:21]2[N:20]=[C:19]([C:18]([F:34])([F:33])[F:17])[O:23][N:22]=2)[CH:25]=1. The yield is 0.380. (5) The reactants are S(=O)(=O)(O)[OH:2].[CH2:6]([CH:9]1[CH2:14][CH2:13][CH:12]([CH2:15][OH:16])[CH2:11][CH2:10]1)[C:7]#[CH:8]. The catalyst is CC(C)=O.CCOCC.[O-2].[O-2].[O-2].[Cr+6]. The product is [CH2:6]([CH:9]1[CH2:14][CH2:13][CH:12]([C:15]([OH:2])=[O:16])[CH2:11][CH2:10]1)[C:7]#[CH:8]. The yield is 0.750. (6) The reactants are C(O)[C@H]1OC(O)[C@H](O)[C@@H](O)[C@@H]1O.O.O.O.O.O.O.[Cl-].[Mg+2].[Cl-].[C:22]([O:26][C:27]([N:29]1[CH2:36][CH2:35][C:32]2([CH2:34][CH2:33]2)[C:31](=[O:37])[CH2:30]1)=[O:28])([CH3:25])([CH3:24])[CH3:23].O=C[C@@H]([C@H]([C@@H]([C@@H](CO)O)O)O)O.[OH-].[Na+]. The catalyst is C1N(CCS(O)(=O)=O)CCOC1.CCCCCCC. The product is [C:22]([O:26][C:27]([N:29]1[CH2:36][CH2:35][C:32]2([CH2:34][CH2:33]2)[C@H:31]([OH:37])[CH2:30]1)=[O:28])([CH3:25])([CH3:23])[CH3:24]. The yield is 0.930. (7) The reactants are [F:1][C:2]([F:37])([C:7]1([O:32][Si](C)(C)C)[C:19]2[N:18](S(C3C=CC(C)=CC=3)(=O)=O)[C:17]3[C:12](=[CH:13][C:14]([C:30]#[N:31])=[CH:15][CH:16]=3)[C:11]=2[CH2:10][CH2:9][CH2:8]1)[C:3]([F:6])([F:5])[F:4].[OH-].[K+]. The catalyst is C1COCC1.O. The product is [OH:32][C:7]1([C:2]([F:37])([F:1])[C:3]([F:4])([F:5])[F:6])[C:19]2[NH:18][C:17]3[C:12](=[CH:13][C:14]([C:30]#[N:31])=[CH:15][CH:16]=3)[C:11]=2[CH2:10][CH2:9][CH2:8]1. The yield is 0.400. (8) The reactants are [C:1]([C:5]1[O:9][N:8]=[C:7]([NH:10][C:11]([NH:13][C:14]2[CH:19]=[CH:18][CH:17]=[C:16]([S:20][C:21]3[C:30]4[C:25](=[CH:26][C:27]([O:33][CH2:34][CH2:35]Cl)=[C:28]([O:31][CH3:32])[CH:29]=4)[N:24]=[CH:23][N:22]=3)[CH:15]=2)=[O:12])[CH:6]=1)([CH3:4])([CH3:3])[CH3:2].[NH:37]1[CH2:41][CH2:40][CH2:39][CH2:38]1. No catalyst specified. The product is [C:1]([C:5]1[O:9][N:8]=[C:7]([NH:10][C:11]([NH:13][C:14]2[CH:19]=[CH:18][CH:17]=[C:16]([S:20][C:21]3[C:30]4[C:25](=[CH:26][C:27]([O:33][CH2:34][CH2:35][N:37]5[CH2:41][CH2:40][CH2:39][CH2:38]5)=[C:28]([O:31][CH3:32])[CH:29]=4)[N:24]=[CH:23][N:22]=3)[CH:15]=2)=[O:12])[CH:6]=1)([CH3:4])([CH3:3])[CH3:2]. The yield is 0.180. (9) The reactants are C([O-])([O-])=O.[K+].[K+].CS(O[CH:12]1[CH2:17][CH2:16][O:15][CH:14]([C:18]2[CH:23]=[CH:22][C:21]([C:24]([F:27])([F:26])[F:25])=[CH:20][N:19]=2)[CH2:13]1)(=O)=O.[F:28][C:29]([F:38])([F:37])[C:30]1[CH:31]=[C:32]([SH:36])[CH:33]=[CH:34][CH:35]=1. The catalyst is CN(C=O)C. The product is [F:27][C:24]([F:25])([F:26])[C:21]1[CH:22]=[CH:23][C:18]([CH:14]2[CH2:13][CH:12]([S:36][C:32]3[CH:33]=[CH:34][CH:35]=[C:30]([C:29]([F:28])([F:37])[F:38])[CH:31]=3)[CH2:17][CH2:16][O:15]2)=[N:19][CH:20]=1. The yield is 0.800. (10) The reactants are [CH3:1][O:2][C:3]1[CH:8]=[CH:7][C:6]([C:9]2[CH:14]=[CH:13][NH:12][C:11](=[O:15])[CH:10]=2)=[CH:5][CH:4]=1.Br[C:17]1[CH:25]=[C:24]2[C:20]([C:21]3[CH2:30][CH2:29][N:28]([C:31]([O:33][C:34]([CH3:37])([CH3:36])[CH3:35])=[O:32])[CH2:27][C:22]=3[N:23]2[CH3:26])=[CH:19][CH:18]=1.OC1C=CC=C2C=1N=CC=C2.C([O-])([O-])=O.[Cs+].[Cs+]. The catalyst is CS(C)=O.[Cu]I. The product is [CH3:1][O:2][C:3]1[CH:8]=[CH:7][C:6]([C:9]2[CH:14]=[CH:13][N:12]([C:17]3[CH:25]=[C:24]4[C:20]([C:21]5[CH2:30][CH2:29][N:28]([C:31]([O:33][C:34]([CH3:37])([CH3:36])[CH3:35])=[O:32])[CH2:27][C:22]=5[N:23]4[CH3:26])=[CH:19][CH:18]=3)[C:11](=[O:15])[CH:10]=2)=[CH:5][CH:4]=1. The yield is 0.400.